Task: Predict the reactants needed to synthesize the given product.. Dataset: Full USPTO retrosynthesis dataset with 1.9M reactions from patents (1976-2016) (1) Given the product [CH:1]1([C@H:4]2[C@H:13]([CH3:14])[C@@H:12]([NH:15][C:16]3[N:21]=[CH:20][CH:19]=[CH:18][N:17]=3)[C:11]3[C:6](=[CH:7][CH:8]=[C:9]([O:22][CH2:27][CH2:28][OH:29])[CH:10]=3)[N:5]2[C:23](=[O:25])[CH3:24])[CH2:2][CH2:3]1, predict the reactants needed to synthesize it. The reactants are: [CH:1]1([C@H:4]2[C@H:13]([CH3:14])[C@@H:12]([NH:15][C:16]3[N:21]=[CH:20][CH:19]=[CH:18][N:17]=3)[C:11]3[C:6](=[CH:7][CH:8]=[C:9]([OH:22])[CH:10]=3)[N:5]2[C:23](=[O:25])[CH3:24])[CH2:3][CH2:2]1.Br[CH2:27][CH2:28][OH:29].C(=O)([O-])[O-].[K+].[K+]. (2) Given the product [CH3:22][O:21][CH2:20][CH2:19][O:18][C@@H:15]1[CH2:16][CH2:17][N:13]([C:11]([C:9]2[S:10][C:3]3[C:4](=[N:5][CH:6]=[CH:7][C:2]=3[NH:33][C:29]3[CH:30]=[C:31]4[C:26](=[CH:27][CH:28]=3)[NH:25][C:24]([CH3:23])=[CH:32]4)[CH:8]=2)=[O:12])[CH2:14]1, predict the reactants needed to synthesize it. The reactants are: Cl[C:2]1[CH:7]=[CH:6][N:5]=[C:4]2[CH:8]=[C:9]([C:11]([N:13]3[CH2:17][CH2:16][C@@H:15]([O:18][CH2:19][CH2:20][O:21][CH3:22])[CH2:14]3)=[O:12])[S:10][C:3]=12.[CH3:23][C:24]1[NH:25][C:26]2[C:31]([CH:32]=1)=[CH:30][C:29]([NH2:33])=[CH:28][CH:27]=2. (3) Given the product [CH2:15]([C:14]([OH:17])([CH2:18][CH3:19])/[CH:13]=[CH:12]/[C:9]1[CH:10]=[CH:11][C:6]([C:3]([CH2:4][CH3:5])([C:21]2[CH:22]=[CH:23][C:24]([B:49]3[O:50][C:51]([CH3:56])([CH3:57])[C:52]([CH3:54])([CH3:55])[O:53]3)=[CH:25][CH:26]=2)[CH2:1][CH3:2])=[CH:7][C:8]=1[CH3:20])[CH3:16], predict the reactants needed to synthesize it. The reactants are: [CH2:1]([C:3]([C:21]1[CH:26]=[CH:25][C:24](OS(C(F)(F)F)(=O)=O)=[CH:23][CH:22]=1)([C:6]1[CH:11]=[CH:10][C:9](/[CH:12]=[CH:13]/[C:14]([CH2:18][CH3:19])([OH:17])[CH2:15][CH3:16])=[C:8]([CH3:20])[CH:7]=1)[CH2:4][CH3:5])[CH3:2].C([O-])(=O)C.[K+].[B:49]1([B:49]2[O:53][C:52]([CH3:55])([CH3:54])[C:51]([CH3:57])([CH3:56])[O:50]2)[O:53][C:52]([CH3:55])([CH3:54])[C:51]([CH3:57])([CH3:56])[O:50]1.O.